Dataset: Full USPTO retrosynthesis dataset with 1.9M reactions from patents (1976-2016). Task: Predict the reactants needed to synthesize the given product. (1) Given the product [Br:6][C:7]1[C:8]([CH:17]([O:23][C:1]([CH3:4])([CH3:3])[CH3:2])[C:18]([O:20][CH2:21][CH3:22])=[O:19])=[CH:9][C:10]2[O:15][CH2:14][CH2:13][O:12][C:11]=2[CH:16]=1, predict the reactants needed to synthesize it. The reactants are: [C:1](Br)([CH3:4])([CH3:3])[CH3:2].[Br:6][C:7]1[C:8]([CH:17]([OH:23])[C:18]([O:20][CH2:21][CH3:22])=[O:19])=[CH:9][C:10]2[O:15][CH2:14][CH2:13][O:12][C:11]=2[CH:16]=1. (2) Given the product [CH3:39][C:40]([CH3:43])([CH3:42])[CH2:41][O:1][C:2]1[CH:15]=[CH:14][C:13]2[O:12][C:11]3[C:6](=[CH:7][C:8]([C:16]4[CH:17]=[N:18][CH:19]=[N:20][CH:21]=4)=[CH:9][CH:10]=3)[C:5]3([CH2:25][O:24][C:23]([NH2:26])=[N:22]3)[C:4]=2[CH:3]=1, predict the reactants needed to synthesize it. The reactants are: [OH:1][C:2]1[CH:15]=[CH:14][C:13]2[O:12][C:11]3[C:6](=[CH:7][C:8]([C:16]4[CH:17]=[N:18][CH:19]=[N:20][CH:21]=4)=[CH:9][CH:10]=3)[C:5]3([CH2:25][O:24][C:23]([NH2:26])=[N:22]3)[C:4]=2[CH:3]=1.C(=O)([O-])[O-].[Cs+].[Cs+].CN(C=O)C.Br[CH2:39][C:40]([CH3:43])([CH3:42])[CH3:41].